Dataset: Peptide-MHC class II binding affinity with 134,281 pairs from IEDB. Task: Regression. Given a peptide amino acid sequence and an MHC pseudo amino acid sequence, predict their binding affinity value. This is MHC class II binding data. The peptide sequence is YASGKVWGQKYFKGN. The MHC is HLA-DQA10401-DQB10402 with pseudo-sequence HLA-DQA10401-DQB10402. The binding affinity (normalized) is 0.0169.